Dataset: Forward reaction prediction with 1.9M reactions from USPTO patents (1976-2016). Task: Predict the product of the given reaction. (1) Given the reactants [CH:1]([C:4]1[CH:11]=[C:10]([N:12]2[CH2:17][CH2:16][O:15][CH2:14][CH2:13]2)[CH:9]=[C:8]([O:18][CH3:19])[C:5]=1[C:6]#[N:7])([CH3:3])[CH3:2].N.S(=O)(=O)(O)[OH:22], predict the reaction product. The product is: [CH:1]([C:4]1[CH:11]=[C:10]([N:12]2[CH2:17][CH2:16][O:15][CH2:14][CH2:13]2)[CH:9]=[C:8]([O:18][CH3:19])[C:5]=1[C:6]([NH2:7])=[O:22])([CH3:3])[CH3:2]. (2) Given the reactants [O:1]1[CH2:6][CH2:5][N:4]([C:7]2[O:8][C:9]3[C:14]([C:15](=[O:17])[CH:16]=2)=[CH:13][C:12]([C:18]([O:20][CH3:21])=[O:19])=[CH:11][C:10]=3[C@H:22]2[CH2:26][CH2:25][CH2:24][NH:23]2)[CH2:3][CH2:2]1.Br[C:28]1[CH:33]=[CH:32][C:31]([F:34])=[CH:30][CH:29]=1, predict the reaction product. The product is: [F:34][C:31]1[CH:32]=[CH:33][C:28]([N:23]2[CH2:24][CH2:25][CH2:26][C@@H:22]2[C:10]2[CH:11]=[C:12]([C:18]([O:20][CH3:21])=[O:19])[CH:13]=[C:14]3[C:9]=2[O:8][C:7]([N:4]2[CH2:3][CH2:2][O:1][CH2:6][CH2:5]2)=[CH:16][C:15]3=[O:17])=[CH:29][CH:30]=1. (3) The product is: [OH:35][C@H:32]1[CH2:33][CH2:34][C@H:29]([NH:28][C:17]2[N:16]=[C:15]([NH:14][C:12]3[S:13][C:9]4[CH:8]=[C:7]([NH:6][S:2]([CH3:1])(=[O:4])=[O:3])[CH:37]=[CH:36][C:10]=4[N:11]=3)[CH:20]=[C:19]([CH2:21][C:22]3[CH:23]=[CH:24][CH:25]=[CH:26][CH:27]=3)[N:18]=2)[CH2:30][CH2:31]1. Given the reactants [CH3:1][S:2](Cl)(=[O:4])=[O:3].[NH2:6][C:7]1[CH:37]=[CH:36][C:10]2[N:11]=[C:12]([NH:14][C:15]3[CH:20]=[C:19]([CH2:21][C:22]4[CH:27]=[CH:26][CH:25]=[CH:24][CH:23]=4)[N:18]=[C:17]([NH:28][C@H:29]4[CH2:34][CH2:33][C@H:32]([OH:35])[CH2:31][CH2:30]4)[N:16]=3)[S:13][C:9]=2[CH:8]=1.C(N(C(C)C)C(C)C)C, predict the reaction product. (4) Given the reactants [S:1]1[CH:5]=[CH:4][C:3]2[C:6]([N:10]3[CH2:15][CH2:14][N:13]([CH2:16][CH2:17][CH2:18][CH2:19][O:20][C:21]4[CH:30]=[C:29]5[C:24]([CH2:25][CH2:26][C:27](=[O:31])[NH:28]5)=[CH:23][CH:22]=4)[CH2:12][CH2:11]3)=[CH:7][CH:8]=[CH:9][C:2]1=2.[H-].[Na+].[CH2:45](C(OC(Cl)[CH2:45][C:46]1[CH:51]=[CH:50][CH:49]=[CH:48][CH:47]=1)Cl)[C:46]1[CH:51]=[CH:50][CH:49]=[CH:48][CH:47]=1.[O:53]1CCC[CH2:54]1, predict the reaction product. The product is: [S:1]1[CH:5]=[CH:4][C:3]2[C:6]([N:10]3[CH2:11][CH2:12][N:13]([CH2:16][CH2:17][CH2:18][CH2:19][O:20][C:21]4[CH:30]=[C:29]5[C:24]([CH2:25][CH2:26][C:27](=[O:31])[N:28]5[CH2:54][O:53][CH2:45][C:46]5[CH:47]=[CH:48][CH:49]=[CH:50][CH:51]=5)=[CH:23][CH:22]=4)[CH2:14][CH2:15]3)=[CH:7][CH:8]=[CH:9][C:2]1=2. (5) Given the reactants [CH3:1][S:2]([C:5]1[CH:6]=[C:7]2[CH:13]=[C:12]([C:14]3[O:15][C:16]([CH3:19])=[CH:17][CH:18]=3)[NH:11][C:8]2=[N:9][CH:10]=1)(=[O:4])=[O:3].[H-].[Na+].[F:22][C:23]1[CH:30]=[CH:29][C:26]([CH2:27]Br)=[CH:25][CH:24]=1.C(=O)([O-])O.[Na+], predict the reaction product. The product is: [F:22][C:23]1[CH:30]=[CH:29][C:26]([CH2:27][N:11]2[C:8]3=[N:9][CH:10]=[C:5]([S:2]([CH3:1])(=[O:4])=[O:3])[CH:6]=[C:7]3[CH:13]=[C:12]2[C:14]2[O:15][C:16]([CH3:19])=[CH:17][CH:18]=2)=[CH:25][CH:24]=1. (6) Given the reactants [O:1]=[C:2]1[CH2:23][O:22][C:21]2[C:4](=[CH:5][C:6]3[CH2:12][CH2:11][N:10]([C:13]([O:15][C:16]([CH3:19])([CH3:18])[CH3:17])=[O:14])[CH2:9][CH2:8][C:7]=3[CH:20]=2)[NH:3]1.Br[CH2:25][C:26]1([CH:34]=[CH:33][CH:32]=[C:31]([F:35])[CH2:30]1)C([O-])=O.C(=O)([O-])[O-].[Cs+].[Cs+].O, predict the reaction product. The product is: [F:35][C:31]1[CH:30]=[C:26]([CH:34]=[CH:33][CH:32]=1)[CH2:25][N:3]1[C:4]2=[CH:5][C:6]3[CH2:12][CH2:11][N:10]([C:13]([O:15][C:16]([CH3:19])([CH3:18])[CH3:17])=[O:14])[CH2:9][CH2:8][C:7]=3[CH:20]=[C:21]2[O:22][CH2:23][C:2]1=[O:1]. (7) Given the reactants Cl[C:2]1[CH:11]=[CH:10][CH:9]=[C:8]2[C:3]=1[C:4](=[O:28])[N:5]([C:22]1[CH:27]=[CH:26][CH:25]=[CH:24][CH:23]=1)[C:6]([C@@H:12]([NH:14][C:15](=[O:21])[O:16][C:17]([CH3:20])([CH3:19])[CH3:18])[CH3:13])=[N:7]2.[CH3:29][N:30]1[CH:34]=[C:33](B2OC(C)(C)C(C)(C)O2)[CH:32]=[N:31]1.C([O-])([O-])=O.[Na+].[Na+].C(Cl)Cl, predict the reaction product. The product is: [CH3:29][N:30]1[CH:34]=[C:33]([C:2]2[CH:11]=[CH:10][CH:9]=[C:8]3[C:3]=2[C:4](=[O:28])[N:5]([C:22]2[CH:27]=[CH:26][CH:25]=[CH:24][CH:23]=2)[C:6]([C@@H:12]([NH:14][C:15](=[O:21])[O:16][C:17]([CH3:20])([CH3:19])[CH3:18])[CH3:13])=[N:7]3)[CH:32]=[N:31]1. (8) Given the reactants [CH3:1][C:2]([C:5]1[CH:10]=[C:9]([C:11]([O:13][CH3:14])=[O:12])[CH:8]=[CH:7][C:6]=1[C:15]1[CH:20]=[C:19]([O:21]C)[CH:18]=[CH:17][C:16]=1[F:23])([CH3:4])[CH3:3].B(Br)(Br)Br, predict the reaction product. The product is: [CH3:4][C:2]([C:5]1[CH:10]=[C:9]([C:11]([O:13][CH3:14])=[O:12])[CH:8]=[CH:7][C:6]=1[C:15]1[CH:20]=[C:19]([OH:21])[CH:18]=[CH:17][C:16]=1[F:23])([CH3:1])[CH3:3]. (9) The product is: [CH3:1][C@H:2]1[CH2:7][C:6](=[O:8])[CH2:5][CH2:4][N:3]1[C:30]([O:32][C:33]([CH3:34])([CH3:35])[CH3:36])=[O:31]. Given the reactants [CH3:1][C@H:2]1[CH2:7][C:6](=[O:8])[CH2:5][CH2:4][N:3]1C(OCC1C=CC=CC=1)=O.C(O)C.[C:30](O[C:30]([O:32][C:33]([CH3:36])([CH3:35])[CH3:34])=[O:31])([O:32][C:33]([CH3:36])([CH3:35])[CH3:34])=[O:31], predict the reaction product.